From a dataset of Full USPTO retrosynthesis dataset with 1.9M reactions from patents (1976-2016). Predict the reactants needed to synthesize the given product. Given the product [OH:50][C:44]([C:36]1[N:35]=[CH:38][C:39]([C:2]2[N:7]=[C:6]3[N:8]([C@H:13]4[CH2:18][CH2:17][C@H:16]([O:19][CH3:20])[CH2:15][CH2:14]4)[C:9](=[O:12])[CH2:10][NH:11][C:5]3=[N:4][CH:3]=2)=[CH:40][CH:41]=1)([CH3:46])[CH3:51], predict the reactants needed to synthesize it. The reactants are: Br[C:2]1[N:7]=[C:6]2[N:8]([C@H:13]3[CH2:18][CH2:17][C@H:16]([O:19][CH3:20])[CH2:15][CH2:14]3)[C:9](=[O:12])[CH2:10][NH:11][C:5]2=[N:4][CH:3]=1.BrC1N=C([NH:35][C@H:36]2[CH2:41][CH2:40][C@H:39](OC)[CH2:38]C2)C(NCC(OCC)=O)=NC=1.[C:44]([OH:50])([C:46](F)(F)F)=O.[C:51](=O)(O)[O-].[Na+].